From a dataset of Reaction yield outcomes from USPTO patents with 853,638 reactions. Predict the reaction yield, written as a fraction of the theoretical maximum amount of product (1.0 means a 100% yield; for example, 0.34 means a 34% yield). (1) The catalyst is O.C(O)C. The reactants are [C-:1]#[N:2].[Na+].[CH3:4][C:5]1[CH:6]=[C:7]([CH:10]=[C:11]([CH3:25])[C:12]=1[O:13][C:14]1[CH:19]=[CH:18][C:17]([O:20][CH3:21])=[C:16]([CH:22]([CH3:24])[CH3:23])[CH:15]=1)[CH2:8]Br. The product is [CH3:4][C:5]1[CH:6]=[C:7]([CH2:8][C:1]#[N:2])[CH:10]=[C:11]([CH3:25])[C:12]=1[O:13][C:14]1[CH:19]=[CH:18][C:17]([O:20][CH3:21])=[C:16]([CH:22]([CH3:24])[CH3:23])[CH:15]=1. The yield is 0.850. (2) The reactants are [CH2:1]([C@@H:5]1[NH:11][CH2:10][C@@H:9]([C:12]2[CH:17]=[CH:16][CH:15]=[CH:14][CH:13]=2)[CH2:8][NH:7][C:6]1=[O:18])[CH:2]([CH3:4])[CH3:3].[C:19]1([C@@H:25]2[CH2:27][C@H:26]2[C:28](O)=[O:29])[CH:24]=[CH:23][CH:22]=[CH:21][CH:20]=1.C([C@@H]1N(C(=O)/C=C/C2C=CC=CC=2)C[C@H](CC(C)C)NC1=O)C(C)C. No catalyst specified. The product is [CH2:1]([C@@H:5]1[N:11]([C:28]([C@@H:26]2[CH2:27][C@H:25]2[C:19]2[CH:24]=[CH:23][CH:22]=[CH:21][CH:20]=2)=[O:29])[CH2:10][C@@H:9]([C:12]2[CH:13]=[CH:14][CH:15]=[CH:16][CH:17]=2)[CH2:8][NH:7][C:6]1=[O:18])[CH:2]([CH3:4])[CH3:3]. The yield is 0.378. (3) The reactants are [N+:1]([C:4]1[CH:5]=[C:6]([CH:9]=[CH:10][CH:11]=1)[C:7]#[N:8])([O-:3])=[O:2].[N-:12]=[N+:13]=[N-:14].[Na+].Cl. The catalyst is [Zn+2].[Br-].[Br-].O. The product is [N+:1]([C:4]1[CH:5]=[C:6]([C:7]2[N:12]=[N:13][NH:14][N:8]=2)[CH:9]=[CH:10][CH:11]=1)([O-:3])=[O:2]. The yield is 0.940. (4) The reactants are [C:1]([NH:10][CH:11]1[CH2:16][CH2:15][CH2:14][CH2:13][CH2:12]1)([NH:3][CH:4]1[CH2:9][CH2:8][CH2:7][CH2:6][CH2:5]1)=[O:2].[C:17](Cl)(=[O:22])[CH2:18][C:19](Cl)=[O:20]. The catalyst is C(Cl)(Cl)Cl. The product is [CH:11]1([N:10]2[C:19](=[O:20])[CH2:18][C:17](=[O:22])[N:3]([CH:4]3[CH2:9][CH2:8][CH2:7][CH2:6][CH2:5]3)[C:1]2=[O:2])[CH2:16][CH2:15][CH2:14][CH2:13][CH2:12]1. The yield is 0.550. (5) The reactants are [CH:1]1[C:10]2[C:5](=[CH:6][CH:7]=[CH:8][CH:9]=2)[CH:4]=[CH:3][C:2]=1B(O)O.[Br:14][C:15]1[CH:20]=[CH:19][C:18](I)=[CH:17][CH:16]=1.C(=O)([O-])[O-].[Na+].[Na+]. The catalyst is C1C=CC([P]([Pd]([P](C2C=CC=CC=2)(C2C=CC=CC=2)C2C=CC=CC=2)([P](C2C=CC=CC=2)(C2C=CC=CC=2)C2C=CC=CC=2)[P](C2C=CC=CC=2)(C2C=CC=CC=2)C2C=CC=CC=2)(C2C=CC=CC=2)C2C=CC=CC=2)=CC=1.C1(C)C=CC=CC=1. The product is [Br:14][C:15]1[CH:20]=[CH:19][C:18]([C:2]2[CH:3]=[CH:4][C:5]3[C:10](=[CH:9][CH:8]=[CH:7][CH:6]=3)[CH:1]=2)=[CH:17][CH:16]=1. The yield is 0.670. (6) The reactants are Cl.[CH3:2][O:3][C:4](=[O:9])[C@H:5]([CH2:7][OH:8])[NH2:6].[F:10][C:11]1[CH:12]=[C:13]([S:18](Cl)(=[O:20])=[O:19])[CH:14]=[CH:15][C:16]=1[F:17]. The catalyst is C(Cl)Cl. The product is [F:10][C:11]1[CH:12]=[C:13]([S:18]([NH:6][C@@H:5]([CH2:7][OH:8])[C:4]([O:3][CH3:2])=[O:9])(=[O:19])=[O:20])[CH:14]=[CH:15][C:16]=1[F:17]. The yield is 0.940.